This data is from Reaction yield outcomes from USPTO patents with 853,638 reactions. The task is: Predict the reaction yield, written as a fraction of the theoretical maximum amount of product (1.0 means a 100% yield; for example, 0.34 means a 34% yield). (1) The reactants are F[C:2]1[CH:9]=[CH:8][C:5]([C:6]#[N:7])=[CH:4][C:3]=1[N+:10]([O-:12])=[O:11].[O:13]1[CH2:18][CH2:17][N:16]([CH2:19][CH2:20][OH:21])[CH2:15][CH2:14]1.C(=O)([O-])[O-].[K+].[K+].O. The catalyst is CS(C)=O. The product is [O:13]1[CH2:18][CH2:17][N:16]([CH2:19][CH2:20][O:21][C:2]2[CH:9]=[CH:8][C:5]([C:6]#[N:7])=[CH:4][C:3]=2[N+:10]([O-:12])=[O:11])[CH2:15][CH2:14]1. The yield is 0.506. (2) The reactants are [CH3:1][N:2]1[C:7](=[O:8])[N:6]([CH3:9])[C:5](=[O:10])[C:4]([N:11]2[CH2:16][CH2:15][NH:14][CH:13](C)[CH2:12]2)=[N:3]1.CC1CNCCN1. No catalyst specified. The product is [CH3:1][N:2]1[C:7](=[O:8])[N:6]([CH3:9])[C:5](=[O:10])[C:4]([N:11]2[CH2:12][CH2:13][NH:14][CH2:15][CH2:16]2)=[N:3]1. The yield is 0.580. (3) The reactants are [OH:1][C:2]1[CH:10]=[C:9]([OH:11])[CH:8]=[CH:7][C:3]=1[C:4]([OH:6])=[O:5].[H-].[Na+].[CH2:14](Br)[C:15]1[CH:20]=[CH:19][CH:18]=[CH:17][CH:16]=1. The catalyst is CN(C)C=O. The product is [CH2:14]([O:1][C:2]1[CH:10]=[C:9]([O:11][CH2:4][C:3]2[CH:7]=[CH:8][CH:9]=[CH:10][CH:2]=2)[CH:8]=[CH:7][C:3]=1[C:4]([OH:6])=[O:5])[C:15]1[CH:20]=[CH:19][CH:18]=[CH:17][CH:16]=1. The yield is 0.830.